From a dataset of Catalyst prediction with 721,799 reactions and 888 catalyst types from USPTO. Predict which catalyst facilitates the given reaction. (1) Reactant: [Cl:1][C:2]1[CH:7]=[C:6]([C:8]2[C:13]([CH3:14])=[N:12][CH:11]=[CH:10][N:9]=2)[CH:5]=[CH:4][C:3]=1[C:15]1[C:27](=[O:28])[N:26]([CH:29]2[CH2:33][CH2:32][CH2:31][CH2:30]2)[C:18]2[N:19]=[C:20](S(C)=O)[N:21]=[CH:22][C:17]=2[CH:16]=1.[O:34]1[CH2:39][CH2:38][CH:37]([NH2:40])[CH2:36][CH2:35]1.CCN(C(C)C)C(C)C. Product: [Cl:1][C:2]1[CH:7]=[C:6]([C:8]2[C:13]([CH3:14])=[N:12][CH:11]=[CH:10][N:9]=2)[CH:5]=[CH:4][C:3]=1[C:15]1[C:27](=[O:28])[N:26]([CH:29]2[CH2:33][CH2:32][CH2:31][CH2:30]2)[C:18]2[N:19]=[C:20]([NH:40][CH:37]3[CH2:38][CH2:39][O:34][CH2:35][CH2:36]3)[N:21]=[CH:22][C:17]=2[CH:16]=1. The catalyst class is: 1. (2) Reactant: [C:1]1([C:7]2[CH:32]=[CH:31][C:10]3[N:11]=[C:12]([CH2:14][C:15]4[O:19][C:18]([CH:20]5[CH2:23][N:22](C(OC(C)(C)C)=O)[CH2:21]5)=[N:17][N:16]=4)[S:13][C:9]=3[CH:8]=2)[CH:6]=[CH:5][CH:4]=[CH:3][CH:2]=1.C(O)(C(F)(F)F)=O. Product: [NH:22]1[CH2:23][CH:20]([C:18]2[O:19][C:15]([CH2:14][C:12]3[S:13][C:9]4[CH:8]=[C:7]([C:1]5[CH:6]=[CH:5][CH:4]=[CH:3][CH:2]=5)[CH:32]=[CH:31][C:10]=4[N:11]=3)=[N:16][N:17]=2)[CH2:21]1. The catalyst class is: 2. (3) Reactant: [C:1]([C:5]1[CH:19]=[CH:18][C:8]([O:9][C:10]2[CH:11]=[C:12]([CH:15]=[CH:16][CH:17]=2)[CH:13]=O)=[CH:7][CH:6]=1)([CH3:4])([CH3:3])[CH3:2].[CH2:20]([NH:24][C:25]1[CH:31]=[C:30]([O:32][CH2:33][CH2:34][CH2:35][N:36]([CH2:39][CH3:40])[CH2:37][CH3:38])[CH:29]=[C:28]([O:41][CH2:42][CH2:43][CH2:44][N:45]([CH2:48][CH3:49])[CH2:46][CH3:47])[C:26]=1[NH2:27])[CH2:21][CH2:22][CH3:23]. Product: [CH2:20]([N:24]1[C:25]2[CH:31]=[C:30]([O:32][CH2:33][CH2:34][CH2:35][N:36]([CH2:37][CH3:38])[CH2:39][CH3:40])[CH:29]=[C:28]([O:41][CH2:42][CH2:43][CH2:44][N:45]([CH2:48][CH3:49])[CH2:46][CH3:47])[C:26]=2[N:27]=[C:13]1[C:12]1[CH:15]=[CH:16][CH:17]=[C:10]([O:9][C:8]2[CH:18]=[CH:19][C:5]([C:1]([CH3:4])([CH3:3])[CH3:2])=[CH:6][CH:7]=2)[CH:11]=1)[CH2:21][CH2:22][CH3:23]. The catalyst class is: 8. (4) Reactant: N1C=CN=C1.[I:6][C:7]1[C:8](=[O:23])[NH:9][C:10](=[O:22])[N:11]([CH:21]=1)[C@@H:12]1[O:20][C@H:17]([CH2:18][OH:19])[C@@H:15]([OH:16])[C@H:13]1[OH:14].[C:24]([Si:28]([CH3:31])([CH3:30])Cl)([CH3:27])([CH3:26])[CH3:25].Cl. Product: [Si:28]([O:19][CH2:18][C@H:17]1[O:20][C@@H:12]([N:11]2[CH:21]=[C:7]([I:6])[C:8](=[O:23])[NH:9][C:10]2=[O:22])[C@H:13]([OH:14])[C@@H:15]1[OH:16])([C:24]([CH3:27])([CH3:26])[CH3:25])([CH3:31])[CH3:30]. The catalyst class is: 3. (5) Reactant: [Cl:1][C:2]1[CH:7]=[CH:6][C:5]([CH:8](O)[CH3:9])=[CH:4][CH:3]=1.P(Br)(Br)[Br:12].C(=O)([O-])O.[Na+]. Product: [Br:12][CH:8]([C:5]1[CH:6]=[CH:7][C:2]([Cl:1])=[CH:3][CH:4]=1)[CH3:9]. The catalyst class is: 27. (6) Reactant: [CH3:1][S:2][CH2:3][C:4]1[CH:5]=[CH:6][CH:7]=[C:8]2[C:12]=1[NH:11][CH:10]=[C:9]2[CH:13]([C:20]1[CH:29]=[CH:28][C:27]2[C:22](=[CH:23][CH:24]=[CH:25][CH:26]=2)[CH:21]=1)[CH2:14][C:15](OCC)=[O:16].[H-].[Al+3].[Li+].[H-].[H-].[H-].Cl.C(OCC)(=O)C. Product: [CH3:1][S:2][CH2:3][C:4]1[CH:5]=[CH:6][CH:7]=[C:8]2[C:12]=1[NH:11][CH:10]=[C:9]2[CH:13]([C:20]1[CH:29]=[CH:28][C:27]2[C:22](=[CH:23][CH:24]=[CH:25][CH:26]=2)[CH:21]=1)[CH2:14][CH2:15][OH:16]. The catalyst class is: 7. (7) Reactant: [Si:1]([O:18][CH2:19][CH2:20][CH2:21][CH:22]([C:30]1[CH:37]=[CH:36][C:33]([C:34]#[N:35])=[CH:32][CH:31]=1)[N:23]1[C:27]([CH:28]=[O:29])=[CH:26][N:25]=[CH:24]1)([C:14]([CH3:17])([CH3:16])[CH3:15])([C:8]1[CH:13]=[CH:12][CH:11]=[CH:10][CH:9]=1)[C:2]1[CH:7]=[CH:6][CH:5]=[CH:4][CH:3]=1.Cl.[Cl:39][C:40]1[CH:41]=[C:42]([N:46]2[CH2:51][CH2:50][NH:49][CH2:48][C:47]2=[O:52])[CH:43]=[CH:44][CH:45]=1.C(O[BH-](OC(=O)C)OC(=O)C)(=O)C.[Na+].C(=O)(O)[O-].[Na+]. Product: [Si:1]([O:18][CH2:19][CH2:20][CH2:21][CH:22]([C:30]1[CH:31]=[CH:32][C:33]([C:34]#[N:35])=[CH:36][CH:37]=1)[N:23]1[C:27]([C:28]([N:49]2[CH2:50][CH2:51][N:46]([C:42]3[CH:43]=[CH:44][CH:45]=[C:40]([Cl:39])[CH:41]=3)[C:47](=[O:52])[CH2:48]2)=[O:29])=[CH:26][N:25]=[CH:24]1)([C:14]([CH3:17])([CH3:15])[CH3:16])([C:2]1[CH:7]=[CH:6][CH:5]=[CH:4][CH:3]=1)[C:8]1[CH:9]=[CH:10][CH:11]=[CH:12][CH:13]=1. The catalyst class is: 26.